This data is from NCI-60 drug combinations with 297,098 pairs across 59 cell lines. The task is: Regression. Given two drug SMILES strings and cell line genomic features, predict the synergy score measuring deviation from expected non-interaction effect. (1) Drug 1: CS(=O)(=O)C1=CC(=C(C=C1)C(=O)NC2=CC(=C(C=C2)Cl)C3=CC=CC=N3)Cl. Drug 2: CCC1(CC2CC(C3=C(CCN(C2)C1)C4=CC=CC=C4N3)(C5=C(C=C6C(=C5)C78CCN9C7C(C=CC9)(C(C(C8N6C)(C(=O)OC)O)OC(=O)C)CC)OC)C(=O)OC)O.OS(=O)(=O)O. Cell line: UO-31. Synergy scores: CSS=43.4, Synergy_ZIP=-2.44, Synergy_Bliss=2.08, Synergy_Loewe=0.951, Synergy_HSA=3.92. (2) Drug 1: CC1C(C(CC(O1)OC2CC(CC3=C2C(=C4C(=C3O)C(=O)C5=C(C4=O)C(=CC=C5)OC)O)(C(=O)CO)O)N)O.Cl. Drug 2: C1C(C(OC1N2C=NC3=C2NC=NCC3O)CO)O. Cell line: A549. Synergy scores: CSS=3.98, Synergy_ZIP=-0.750, Synergy_Bliss=1.52, Synergy_Loewe=0.550, Synergy_HSA=1.93.